From a dataset of Experimentally validated miRNA-target interactions with 360,000+ pairs, plus equal number of negative samples. Binary Classification. Given a miRNA mature sequence and a target amino acid sequence, predict their likelihood of interaction. (1) The miRNA is hsa-miR-7150 with sequence CUGGCAGGGGGAGAGGUA. The protein sequence of the target gene is MSQPPLLPASAETRKFTRALSKPGTAAELRQSVSEVVRGSVLLAKPKLIEPLDYENVIVQKKTQILNDCLREMLLFPYDDFQTAILRRQGRYICSTVPAKAEEEAQSLFVTECIKTYNSDWHLVNYKYEDYSGEFRQLPNKVVKLDKLPVHVYEVDEEVDKDEDAASLGSQKGGITKHGWLYKGNMNSAISVTMRSFKRRFFHLIQLGDGSYNLNFYKDEKISKEPKGSIFLDSCMGVVQNNKVRRFAFELKMQDKSSYLLAADSEVEMEEWITILNKILQLNFEAAMQEKRNGDSHEDD.... Result: 0 (no interaction). (2) The miRNA is hsa-miR-215-5p with sequence AUGACCUAUGAAUUGACAGAC. The protein sequence of the target gene is MAELVPFAVPIESDKTLLVWELSSGPTAEALHHSLFTAFSQFGLLYSVRVFPNAAVAHPGFYAVIKFYSARAAHRAQKACDRKQLFQKSPVKVRLGTRHKAVQHQALALNSSKCQELANYYFGFNGCSKRIIKLQELSDLEERENEDSMVPLPKQSLKFFCALEVVLPSCDCRSPGIGLVEEPMDKVEEGPLSFLMKRKTAQKLAIQKALSDAFQKLLIVVLESGKIAVEYRPSEDIVGVRCEEELHGLIQVPCSPWKQYGQEEEGYLSDFSLEEEEFRLPELD. Result: 1 (interaction). (3) The miRNA is hsa-miR-124-3p with sequence UAAGGCACGCGGUGAAUGCCAA. The protein sequence of the target gene is MAMGLFRVCLVVVTAIINHPLLFPRENATVPENEEEIIRKMQAHQEKLQLEQLRLEEEVARLAAEKEALEQVAEEGRQQNETRVAWDLWSTLCMILFLMIEVWRQDHQEGPSPECLGGEEDELPGLGGAPLQGLTLPNKATLGHFYERCIRGATADAARTREFLEGFVDDLLEALRSLCNRDTDMEVEDFIGVDSMYENWQVDRPLLCHLFVPFTPPEPYRFHPELWCSGRSVPLDRQGYGQIKVVRADGDTLSCICGKTKLGEDMLCLLHGRNSMAPPCGDMENLLCATDSLYLDTMQV.... Result: 1 (interaction).